Dataset: Kir2.1 potassium channel HTS with 301,493 compounds. Task: Binary Classification. Given a drug SMILES string, predict its activity (active/inactive) in a high-throughput screening assay against a specified biological target. (1) The compound is S(=O)(=O)(C(c1[nH]c(=O)n(c1CC)CC)C)c1ccccc1. The result is 0 (inactive). (2) The molecule is O1C2(C(Oc3c(C2=O)c(O)c(C2C(C(CC(=C2)C)c2c(O)cc(O)cc2)C(=O)c2c(O)cc(O)cc2)c(O)c3)(O)c2c1cc(O)cc2)C\C=C(/C)C. The result is 0 (inactive). (3) The drug is OC1=C(C(N(C1=O)C)c1c([N+]([O-])=O)cccc1)C(=O)C. The result is 0 (inactive). (4) The molecule is O1CCN(CC1)c1nc(N2CCCCC2)c2c(n1)cccc2. The result is 0 (inactive). (5) The result is 0 (inactive). The compound is FC(F)(F)C1n2[nH]c(cc2=NC(C1)c1occc1)C(=O)NC1CCCCCC1. (6) The compound is S=C(Nc1c(OC)cc(NC(=O)c2occc2)c(OC)c1)NC. The result is 0 (inactive). (7) The molecule is O(C1CCN(CC1)C)C(=O)c1c(cccc1)C. The result is 0 (inactive).